This data is from Full USPTO retrosynthesis dataset with 1.9M reactions from patents (1976-2016). The task is: Predict the reactants needed to synthesize the given product. (1) Given the product [N:13]1([C:6]2[C:7]3[O:11][CH:10]=[CH:9][C:8]=3[CH:12]=[C:4]([NH2:1])[CH:5]=2)[CH2:18][CH2:17][CH2:16][CH2:15][CH2:14]1, predict the reactants needed to synthesize it. The reactants are: [N+:1]([C:4]1[CH:5]=[C:6]([N:13]2[CH2:18][CH2:17][CH2:16][CH2:15][CH2:14]2)[C:7]2[O:11][CH:10]=[CH:9][C:8]=2[CH:12]=1)([O-])=O. (2) Given the product [CH2:1]([N:3]1[C:7]2=[N:8][C:9]([CH2:30][CH3:31])=[C:10]([CH2:19][NH:20][C:21]([C:23]3([C:26]([OH:28])=[O:27])[CH2:25][CH2:24]3)=[O:22])[C:11]([NH:12][CH:13]3[CH2:14][CH2:15][O:16][CH2:17][CH2:18]3)=[C:6]2[CH:5]=[N:4]1)[CH3:2], predict the reactants needed to synthesize it. The reactants are: [CH2:1]([N:3]1[C:7]2=[N:8][C:9]([CH2:30][CH3:31])=[C:10]([CH2:19][NH:20][C:21]([C:23]3([C:26]([O:28]C)=[O:27])[CH2:25][CH2:24]3)=[O:22])[C:11]([NH:12][CH:13]3[CH2:18][CH2:17][O:16][CH2:15][CH2:14]3)=[C:6]2[CH:5]=[N:4]1)[CH3:2].O.[OH-].[Li+]. (3) Given the product [CH3:9][O:8][C:6]1[CH:5]=[C:4]([CH3:10])[N:3]=[C:2]([NH:13][CH2:12][CH2:11][NH2:14])[CH:7]=1, predict the reactants needed to synthesize it. The reactants are: Br[C:2]1[CH:7]=[C:6]([O:8][CH3:9])[CH:5]=[C:4]([CH3:10])[N:3]=1.[CH2:11]([NH2:14])[CH2:12][NH2:13].C(N(CC)CC)C. (4) Given the product [F:1][C:2]1[CH:3]=[C:4]([CH:23]([CH2:30][CH3:31])[CH2:24][C:25]([O:27][CH2:28][CH3:29])=[O:26])[CH:5]=[C:6]([C@H:9]2[CH2:10][O:22]2)[C:7]=1[F:8], predict the reactants needed to synthesize it. The reactants are: [F:1][C:2]1[CH:3]=[C:4]([CH:23]([CH2:30][CH3:31])[CH2:24][C:25]([O:27][CH2:28][CH3:29])=[O:26])[CH:5]=[C:6]([C@H:9]([OH:22])[CH2:10]OS(C2C=CC(C)=CC=2)(=O)=O)[C:7]=1[F:8].C(=O)([O-])[O-].[K+].[K+]. (5) Given the product [CH3:1][O:2][CH:3]1[CH2:8][CH2:7][N:6]([C:9]2[CH:18]=[CH:17][CH:16]=[C:15]3[C:10]=2[CH2:11][CH2:12][N:13]=[CH:14]3)[CH2:5][CH2:4]1, predict the reactants needed to synthesize it. The reactants are: [CH3:1][O:2][CH:3]1[CH2:8][CH2:7][N:6]([C:9]2[CH:18]=[CH:17][CH:16]=[C:15]3[C:10]=2[CH2:11][CH2:12][NH:13][CH2:14]3)[CH2:5][CH2:4]1.C1C2C(=CC=CC=2)CCN=1. (6) Given the product [CH2:32]([NH:8][C@@H:9]1[CH2:13][CH2:12][N:11]([C:14]2[C:19]([C:20]([O:22][CH:23]([CH3:25])[CH3:24])=[O:21])=[C:18]([C:26]3[CH:31]=[CH:30][CH:29]=[CH:28][CH:27]=3)[CH:17]=[CH:16][N:15]=2)[CH2:10]1)[CH3:33], predict the reactants needed to synthesize it. The reactants are: CC(OC([N:8]([CH2:32][CH3:33])[C@@H:9]1[CH2:13][CH2:12][N:11]([C:14]2[C:19]([C:20]([O:22][CH:23]([CH3:25])[CH3:24])=[O:21])=[C:18]([C:26]3[CH:31]=[CH:30][CH:29]=[CH:28][CH:27]=3)[CH:17]=[CH:16][N:15]=2)[CH2:10]1)=O)(C)C.Cl.O1CCOCC1.C([O-])(O)=O.[Na+]. (7) Given the product [CH2:14]([O:5][C:4](=[O:6])[C:3]1[CH:7]=[C:8]([F:12])[C:9]([Cl:11])=[N:10][C:2]=1[Cl:1])[CH3:15], predict the reactants needed to synthesize it. The reactants are: [Cl:1][C:2]1[N:10]=[C:9]([Cl:11])[C:8]([F:12])=[CH:7][C:3]=1[C:4]([OH:6])=[O:5].N1C2C(=CC=CN=2)C=[CH:15][CH:14]=1.S(Cl)(Cl)=O. (8) Given the product [CH2:1]([C:3]1[CH:8]=[CH:7][C:6]([C:9]2[CH:14]=[C:13]([OH:34])[N:12]3[N:19]=[CH:20][C:21]([C:22]([O:24][CH2:25][CH3:26])=[O:23])=[C:11]3[N:10]=2)=[CH:5][CH:4]=1)[CH3:2], predict the reactants needed to synthesize it. The reactants are: [CH2:1]([C:3]1[CH:8]=[CH:7][C:6]([C:9]2[CH:14]=[C:13](C(F)(F)F)[N:12]3[N:19]=[CH:20][C:21]([C:22]([O:24][CH2:25][CH3:26])=[O:23])=[C:11]3[N:10]=2)=[CH:5][CH:4]=1)[CH3:2].NC1C(C(OCC)=[O:34])=CNN=1.C(C1C=CC(C(=O)CC(OCC)=O)=CC=1)C. (9) Given the product [CH2:1]([O:8][C:9]1[CH:10]=[C:11]([S:15][C:16]2[CH:23]=[CH:22][C:19]([CH:20]=[CH:33][C:34]([O:36][CH2:37][CH3:38])=[O:35])=[C:18]([Cl:24])[CH:17]=2)[CH:12]=[CH:13][CH:14]=1)[C:2]1[CH:7]=[CH:6][CH:5]=[CH:4][CH:3]=1, predict the reactants needed to synthesize it. The reactants are: [CH2:1]([O:8][C:9]1[CH:10]=[C:11]([S:15][C:16]2[CH:23]=[CH:22][C:19]([CH:20]=O)=[C:18]([Cl:24])[CH:17]=2)[CH:12]=[CH:13][CH:14]=1)[C:2]1[CH:7]=[CH:6][CH:5]=[CH:4][CH:3]=1.C(OP([CH2:33][C:34]([O:36][CH2:37][CH3:38])=[O:35])(OCC)=O)C.C(=O)(O)[O-].[K+].C(=O)(O)[O-].[Na+].C(=O)([O-])[O-].[K+].[K+].C(=O)([O-])[O-].[Na+].[Na+]. (10) The reactants are: [CH:1]1([CH2:7][C:8]2[N:9]=[C:10]([C:13]3[O:17][C:16]([CH2:18][C:19]([CH3:24])([CH3:23])[C:20]([OH:22])=[O:21])=[N:15][N:14]=3)[S:11][CH:12]=2)[CH2:6][CH2:5][CH2:4][CH2:3][CH2:2]1.Br[C:26]1[CH:35]=[CH:34][C:33]([S:36]([NH:39][C@@H:40]([CH2:45][CH3:46])[C:41]([F:44])([F:43])[F:42])(=[O:38])=[O:37])=[C:32]2[C:27]=1[CH:28]=[CH:29][N:30]=[CH:31]2. Given the product [CH:1]1([CH2:7][C:8]2[N:9]=[C:10]([C:13]3[O:17][C:16]([CH2:18][C:19]([CH3:24])([CH3:23])[C:20]([OH:22])=[O:21])=[N:15][N:14]=3)[S:11][C:12]=2[C:26]2[CH:35]=[CH:34][C:33]([S:36](=[O:37])(=[O:38])[NH:39][C@@H:40]([CH2:45][CH3:46])[C:41]([F:42])([F:43])[F:44])=[C:32]3[C:27]=2[CH:28]=[CH:29][N:30]=[CH:31]3)[CH2:2][CH2:3][CH2:4][CH2:5][CH2:6]1, predict the reactants needed to synthesize it.